From a dataset of Peptide-MHC class I binding affinity with 185,985 pairs from IEDB/IMGT. Regression. Given a peptide amino acid sequence and an MHC pseudo amino acid sequence, predict their binding affinity value. This is MHC class I binding data. (1) The binding affinity (normalized) is 0.213. The peptide sequence is AQPAPQAPY. The MHC is HLA-A30:02 with pseudo-sequence HLA-A30:02. (2) The peptide sequence is IELPEKDSW. The MHC is HLA-A32:01 with pseudo-sequence HLA-A32:01. The binding affinity (normalized) is 0. (3) The peptide sequence is FLDWIKDIMT. The MHC is HLA-A68:02 with pseudo-sequence HLA-A68:02. The binding affinity (normalized) is 0.215.